Dataset: Full USPTO retrosynthesis dataset with 1.9M reactions from patents (1976-2016). Task: Predict the reactants needed to synthesize the given product. (1) Given the product [CH2:1]([O:8][N:9]1[C:12]2([CH:17]=[CH:16][C:15](=[O:18])[CH:14]([O:19][Si:20]([C:23]([CH3:24])([CH3:25])[CH3:26])([CH3:21])[CH3:22])[CH:13]2[O:27][Si:30]([CH3:37])([CH3:36])[CH3:29])[CH2:11][C:10]1=[O:28])[C:2]1[CH:7]=[CH:6][CH:5]=[CH:4][CH:3]=1, predict the reactants needed to synthesize it. The reactants are: [CH2:1]([O:8][N:9]1[C:12]2([CH:17]=[CH:16][C:15](=[O:18])[CH:14]([O:19][Si:20]([C:23]([CH3:26])([CH3:25])[CH3:24])([CH3:22])[CH3:21])[CH:13]2[OH:27])[CH2:11][C:10]1=[O:28])[C:2]1[CH:7]=[CH:6][CH:5]=[CH:4][CH:3]=1.[CH3:29][Si:30]([CH3:37])([CH3:36])N1C=CN=C1. (2) Given the product [F:48][C:49]([F:54])([F:53])[C:50]([OH:52])=[O:51].[NH2:8][C:9]1[C:17]2[C:12](=[CH:13][CH:14]=[CH:15][CH:16]=2)[C:11]([C:26]2[CH:31]=[C:30]([C:32]3[CH:37]=[CH:36][CH:35]=[C:34]([O:38][CH3:39])[CH:33]=3)[C:29]([OH:40])=[CH:28][CH:27]=2)([C:18]2[CH:19]=[CH:20][C:21]([O:24][CH3:25])=[CH:22][CH:23]=2)[N:10]=1, predict the reactants needed to synthesize it. The reactants are: C(OC([NH:8][C:9]1[C:17]2[C:12](=[CH:13][CH:14]=[CH:15][CH:16]=2)[C:11]([C:26]2[CH:27]=[CH:28][C:29]([O:40]S(C(F)(F)F)(=O)=O)=[C:30]([C:32]3[CH:37]=[CH:36][CH:35]=[C:34]([O:38][CH3:39])[CH:33]=3)[CH:31]=2)([C:18]2[CH:23]=[CH:22][C:21]([O:24][CH3:25])=[CH:20][CH:19]=2)[N:10]=1)=O)(C)(C)C.[F:48][C:49]([F:54])([F:53])[C:50]([OH:52])=[O:51]. (3) Given the product [C:22]([C:23]1[C:24]([CH3:25])=[C:11]([C:4]2[C:5]3[C:10](=[CH:9][CH:8]=[CH:7][CH:6]=3)[N:1]=[CH:2][CH:3]=2)[NH:28][C:19]=1[C:16]1[CH:15]=[CH:14][N:13]=[CH:18][CH:17]=1)(=[O:27])[CH3:21], predict the reactants needed to synthesize it. The reactants are: [N:1]1[C:10]2[C:5](=[CH:6][CH:7]=[CH:8][CH:9]=2)[C:4]([CH:11]=O)=[CH:3][CH:2]=1.[N:13]1[CH:18]=[CH:17][C:16]([CH:19]=O)=[CH:15][CH:14]=1.[CH3:21][C:22](=[O:27])[CH2:23][C:24](=O)[CH3:25].[NH3:28].